From a dataset of Catalyst prediction with 721,799 reactions and 888 catalyst types from USPTO. Predict which catalyst facilitates the given reaction. (1) Reactant: [CH3:1][CH:2]([O:4][C:5]1[CH:6]=[C:7]([CH:16]=[C:17]([O:19]CC2C=CC=CC=2)[CH:18]=1)[C:8]([NH:10][C:11]1[S:12][CH:13]=[CH:14][N:15]=1)=[O:9])[CH3:3].C1(SC)C=CC=CC=1. Product: [OH:19][C:17]1[CH:16]=[C:7]([CH:6]=[C:5]([O:4][CH:2]([CH3:3])[CH3:1])[CH:18]=1)[C:8]([NH:10][C:11]1[S:12][CH:13]=[CH:14][N:15]=1)=[O:9]. The catalyst class is: 55. (2) Reactant: C(N(CC)CC)C.FC(F)(F)S([O:13][Si:14]([C:17]([CH3:20])([CH3:19])[CH3:18])([CH3:16])[CH3:15])(=O)=O.[Br:23][C:24]1[CH:29]=[CH:28][C:27]([CH2:30]O)=[CH:26][CH:25]=1.[Cl-].[NH4+]. Product: [Br:23][C:24]1[CH:29]=[CH:28][C:27]([CH2:30][O:13][Si:14]([C:17]([CH3:20])([CH3:19])[CH3:18])([CH3:16])[CH3:15])=[CH:26][CH:25]=1. The catalyst class is: 4. (3) Reactant: [Cl:1][C:2]1[C:7]([C:8]2[CH:13]=[CH:12][CH:11]=[C:10]([CH2:14][CH3:15])[CH:9]=2)=[C:6]([C:16]([C@@H:26]2[CH2:31][CH2:30][CH2:29][N:28](C(OC(C)(C)C)=O)[CH2:27]2)([OH:25])[CH2:17][CH2:18][CH2:19][NH:20][C:21](=[O:24])[CH2:22][OH:23])[CH:5]=[CH:4][CH:3]=1.Cl. Product: [Cl:1][C:2]1[C:7]([C:8]2[CH:13]=[CH:12][CH:11]=[C:10]([CH2:14][CH3:15])[CH:9]=2)=[C:6]([C:16]([OH:25])([C@@H:26]2[CH2:31][CH2:30][CH2:29][NH:28][CH2:27]2)[CH2:17][CH2:18][CH2:19][NH:20][C:21](=[O:24])[CH2:22][OH:23])[CH:5]=[CH:4][CH:3]=1. The catalyst class is: 23. (4) Reactant: [O:1]=[C:2]1[CH:7]=[CH:6][C:5](=[N:8][S:9]([CH3:12])(=[O:11])=[O:10])[CH:4]=[CH:3]1.O=[C:14]([CH2:19][CH2:20][CH2:21][CH3:22])[CH2:15][C:16]([OH:18])=[O:17].C[O-].[Na+]. Product: [CH2:19]([C:14]1[O:1][C:2]2[CH:7]=[CH:6][C:5]([NH:8][S:9]([CH3:12])(=[O:11])=[O:10])=[CH:4][C:3]=2[C:15]=1[C:16]([OH:18])=[O:17])[CH2:20][CH2:21][CH3:22]. The catalyst class is: 12. (5) Reactant: [N+:1]([C:4]1[CH:5]=[C:6]([N:10]2[CH2:15][CH2:14][NH:13][CH2:12][CH2:11]2)[CH:7]=[CH:8][CH:9]=1)([O-])=O.C(N(CC)CC)C.[F:23][C:24]([F:30])([F:29])[S:25](Cl)(=[O:27])=[O:26]. Product: [F:23][C:24]([F:30])([F:29])[S:25]([N:13]1[CH2:14][CH2:15][N:10]([C:6]2[CH:5]=[C:4]([NH2:1])[CH:9]=[CH:8][CH:7]=2)[CH2:11][CH2:12]1)(=[O:27])=[O:26]. The catalyst class is: 4. (6) Reactant: [NH2:1][C:2]1[CH:3]=[C:4]([CH:15]=[CH:16][C:17]=1[O:18][CH3:19])[C:5]([O:7][CH2:8][C:9]1[CH:14]=[CH:13][CH:12]=[CH:11][CH:10]=1)=[O:6].[CH3:20][S:21](Cl)(=[O:23])=[O:22]. Product: [CH3:19][O:18][C:17]1[CH:16]=[CH:15][C:4]([C:5]([O:7][CH2:8][C:9]2[CH:14]=[CH:13][CH:12]=[CH:11][CH:10]=2)=[O:6])=[CH:3][C:2]=1[NH:1][S:21]([CH3:20])(=[O:23])=[O:22]. The catalyst class is: 17. (7) Reactant: C(OC[N:10]1[C:18]2[C:17](=[O:19])[N:16]([CH3:20])[CH2:15][N:14]([C:21]3[CH:26]=[CH:25][C:24]([Cl:27])=[CH:23][C:22]=3[Cl:28])[C:13]=2[N:12]=[C:11]1[CH2:29][CH3:30])C1C=CC=CC=1.FC(F)(F)C(O)=O. Product: [Cl:28][C:22]1[CH:23]=[C:24]([Cl:27])[CH:25]=[CH:26][C:21]=1[N:14]1[C:13]2[N:12]=[C:11]([CH2:29][CH3:30])[NH:10][C:18]=2[C:17](=[O:19])[N:16]([CH3:20])[CH2:15]1. The catalyst class is: 22. (8) Reactant: [OH:1][C:2]1[C:7]([O:8][CH:9]([CH3:11])[CH3:10])=[CH:6][N:5]=[C:4](S)[N:3]=1.ClCC(O)=[O:16].Cl. Product: [CH:9]([O:8][C:7]1[C:2](=[O:1])[NH:3][C:4](=[O:16])[NH:5][CH:6]=1)([CH3:11])[CH3:10]. The catalyst class is: 6. (9) Reactant: C(OC([N:8]1[CH2:12][CH2:11][CH:10]([N:13]([CH2:20][C:21]2[CH:26]=[CH:25][C:24]([Cl:27])=[CH:23][CH:22]=2)[CH2:14][CH2:15][C:16]([O:18][CH3:19])=[O:17])[CH2:9]1)=O)(C)(C)C.FC(F)(F)C(O)=O. Product: [CH3:19][O:18][C:16](=[O:17])[CH2:15][CH2:14][N:13]([CH2:20][C:21]1[CH:22]=[CH:23][C:24]([Cl:27])=[CH:25][CH:26]=1)[CH:10]1[CH2:11][CH2:12][NH:8][CH2:9]1. The catalyst class is: 4.